From a dataset of Full USPTO retrosynthesis dataset with 1.9M reactions from patents (1976-2016). Predict the reactants needed to synthesize the given product. (1) Given the product [C:16]([O:15][C:13]([N:10]1[CH2:11][CH2:12][CH:7]([CH2:6][N:24]2[CH2:25][CH2:26][N:21]([CH3:20])[CH2:22][CH2:23]2)[CH2:8][CH2:9]1)=[O:14])([CH3:19])([CH3:18])[CH3:17], predict the reactants needed to synthesize it. The reactants are: S(O[CH2:6][CH:7]1[CH2:12][CH2:11][N:10]([C:13]([O:15][C:16]([CH3:19])([CH3:18])[CH3:17])=[O:14])[CH2:9][CH2:8]1)(=O)(=O)C.[CH3:20][N:21]1[CH2:26][CH2:25][NH:24][CH2:23][CH2:22]1. (2) Given the product [OH:5][C:6]1[CH:11]=[CH:10][C:9]([CH2:12][CH:13]([NH:37][CH:38]([CH3:40])[CH3:39])[C:14]([N:16]2[CH:25]([C:26]3[NH:27][CH:28]=[C:29]([C:31]4[CH:32]=[CH:33][CH:34]=[CH:35][CH:36]=4)[N:30]=3)[CH2:24][C:23]3[C:18](=[CH:19][CH:20]=[CH:21][CH:22]=3)[CH2:17]2)=[O:15])=[CH:8][CH:7]=1, predict the reactants needed to synthesize it. The reactants are: C([O:5][C:6]1[CH:11]=[CH:10][C:9]([CH2:12][CH:13]([NH:37][CH:38]([CH3:40])[CH3:39])[C:14]([N:16]2[CH:25]([C:26]3[NH:27][CH:28]=[C:29]([C:31]4[CH:36]=[CH:35][CH:34]=[CH:33][CH:32]=4)[N:30]=3)[CH2:24][C:23]3[C:18](=[CH:19][CH:20]=[CH:21][CH:22]=3)[CH2:17]2)=[O:15])=[CH:8][CH:7]=1)(C)(C)C.FC(F)(F)C(O)=O. (3) Given the product [F:1][C:2]1[CH:11]=[CH:10][C:5]([C:6]([OH:8])=[O:7])=[CH:4][C:3]=1[C:12]#[C:13][C:14]1[CH:19]=[CH:18][CH:17]=[CH:16][N:15]=1, predict the reactants needed to synthesize it. The reactants are: [F:1][C:2]1[CH:11]=[CH:10][C:5]([C:6]([O:8]C)=[O:7])=[CH:4][C:3]=1[C:12]#[C:13][C:14]1[CH:19]=[CH:18][CH:17]=[CH:16][N:15]=1.O.[OH-].[Li+]. (4) Given the product [O:1]=[C:2]1[C:10]2[C:5](=[CH:6][CH:7]=[CH:8][CH:9]=2)[CH:4]([O:11][C:12]([C:13]2[C:14]3[O:29][B:21]([OH:22])[C@@H:20]([NH:34][C:35](=[O:37])[CH3:36])[CH2:19][C:15]=3[CH:16]=[CH:17][CH:18]=2)=[O:40])[O:3]1, predict the reactants needed to synthesize it. The reactants are: [O:1]=[C:2]1[C:10]2[C:5](=[CH:6][CH:7]=[CH:8][CH:9]=2)[CH:4]([O:11][C:12](=[O:40])[C:13]2[CH:18]=[CH:17][CH:16]=[C:15]([CH2:19][CH:20]([NH:34][C:35](=[O:37])[CH3:36])[B:21]3[O:29]C4C(C)(C5CC(C4)C5(C)C)[O:22]3)[C:14]=2OC)[O:3]1.[Cl-].[Al+3].[Cl-].[Cl-]. (5) The reactants are: [F:1][C:2]1[CH:3]=[C:4]([C@@H:9]2[CH2:13][N:12]([CH2:14][CH2:15][O:16][CH3:17])[CH2:11][C@H:10]2[NH:18][C:19](=[O:36])[NH:20][C:21]2[N:25]([C:26]3[CH:31]=[CH:30][CH:29]=[CH:28][CH:27]=3)[N:24]=[C:23]([C:32]([OH:34])=O)[C:22]=2[CH3:35])[CH:5]=[CH:6][C:7]=1[F:8].C[CH2:38][N:39](C(C)C)C(C)C.Cl.CN.CN(C(ON1N=NC2C=CC=NC1=2)=[N+](C)C)C.F[P-](F)(F)(F)(F)F. Given the product [F:1][C:2]1[CH:3]=[C:4]([C@@H:9]2[CH2:13][N:12]([CH2:14][CH2:15][O:16][CH3:17])[CH2:11][C@H:10]2[NH:18][C:19](=[O:36])[NH:20][C:21]2[N:25]([C:26]3[CH:31]=[CH:30][CH:29]=[CH:28][CH:27]=3)[N:24]=[C:23]([C:32]([NH:39][CH3:38])=[O:34])[C:22]=2[CH3:35])[CH:5]=[CH:6][C:7]=1[F:8], predict the reactants needed to synthesize it. (6) The reactants are: Br[C:2]1[C:3]([NH2:9])=[N:4][CH:5]=[C:6]([Cl:8])[CH:7]=1.[C:10]1([OH:16])[CH:15]=[CH:14][CH:13]=[CH:12][CH:11]=1.[OH-].[K+].C(COC)OC. Given the product [Cl:8][C:6]1[CH:7]=[C:2]([O:16][C:10]2[CH:15]=[CH:14][CH:13]=[CH:12][CH:11]=2)[C:3]([NH2:9])=[N:4][CH:5]=1, predict the reactants needed to synthesize it.